From a dataset of NCI-60 drug combinations with 297,098 pairs across 59 cell lines. Regression. Given two drug SMILES strings and cell line genomic features, predict the synergy score measuring deviation from expected non-interaction effect. (1) Drug 1: CCC1=C2CN3C(=CC4=C(C3=O)COC(=O)C4(CC)O)C2=NC5=C1C=C(C=C5)O. Drug 2: CS(=O)(=O)CCNCC1=CC=C(O1)C2=CC3=C(C=C2)N=CN=C3NC4=CC(=C(C=C4)OCC5=CC(=CC=C5)F)Cl. Cell line: LOX IMVI. Synergy scores: CSS=17.4, Synergy_ZIP=-6.29, Synergy_Bliss=-3.74, Synergy_Loewe=-22.2, Synergy_HSA=-3.64. (2) Drug 1: C1=NC2=C(N1)C(=S)N=C(N2)N. Drug 2: CCC1(CC2CC(C3=C(CCN(C2)C1)C4=CC=CC=C4N3)(C5=C(C=C6C(=C5)C78CCN9C7C(C=CC9)(C(C(C8N6C=O)(C(=O)OC)O)OC(=O)C)CC)OC)C(=O)OC)O.OS(=O)(=O)O. Cell line: COLO 205. Synergy scores: CSS=43.8, Synergy_ZIP=0.666, Synergy_Bliss=-1.16, Synergy_Loewe=-8.45, Synergy_HSA=-1.71.